This data is from Merck oncology drug combination screen with 23,052 pairs across 39 cell lines. The task is: Regression. Given two drug SMILES strings and cell line genomic features, predict the synergy score measuring deviation from expected non-interaction effect. (1) Drug 1: CC(=O)OC1C(=O)C2(C)C(O)CC3OCC3(OC(C)=O)C2C(OC(=O)c2ccccc2)C2(O)CC(OC(=O)C(O)C(NC(=O)c3ccccc3)c3ccccc3)C(C)=C1C2(C)C. Drug 2: C#Cc1cccc(Nc2ncnc3cc(OCCOC)c(OCCOC)cc23)c1. Cell line: NCIH460. Synergy scores: synergy=52.4. (2) Drug 1: O=S1(=O)NC2(CN1CC(F)(F)F)C1CCC2Cc2cc(C=CCN3CCC(C(F)(F)F)CC3)ccc2C1. Drug 2: O=c1[nH]cc(F)c(=O)[nH]1. Cell line: KPL1. Synergy scores: synergy=-1.95. (3) Synergy scores: synergy=-6.58. Drug 1: N.N.O=C(O)C1(C(=O)O)CCC1.[Pt]. Drug 2: CCc1cnn2c(NCc3ccc[n+]([O-])c3)cc(N3CCCCC3CCO)nc12. Cell line: SKMES1. (4) Drug 1: O=c1[nH]cc(F)c(=O)[nH]1. Drug 2: CC(C)CC(NC(=O)C(Cc1ccccc1)NC(=O)c1cnccn1)B(O)O. Cell line: KPL1. Synergy scores: synergy=-3.00.